From a dataset of Full USPTO retrosynthesis dataset with 1.9M reactions from patents (1976-2016). Predict the reactants needed to synthesize the given product. (1) Given the product [C:18]([C:17]1[CH:20]=[C:13]([C:11]2[O:10][N:9]=[C:8]([C:4]3[C:3]([O:25][CH3:26])=[C:2]([CH2:48][CH2:49][C:50]([O:52][CH2:53][CH3:54])=[O:51])[CH:7]=[CH:6][CH:5]=3)[N:12]=2)[CH:14]=[CH:15][C:16]=1[O:21][CH:22]([CH3:24])[CH3:23])#[N:19], predict the reactants needed to synthesize it. The reactants are: Br[C:2]1[C:3]([O:25][CH3:26])=[C:4]([C:8]2[N:12]=[C:11]([C:13]3[CH:14]=[CH:15][C:16]([O:21][CH:22]([CH3:24])[CH3:23])=[C:17]([CH:20]=3)[C:18]#[N:19])[O:10][N:9]=2)[CH:5]=[CH:6][CH:7]=1.CC(P(C(C)(C)C)C(C)(C)C)(C)C.C([O-])([O-])=O.[Cs+].[Cs+].Br[Zn][CH2:48][CH2:49][C:50]([O:52][CH2:53][CH3:54])=[O:51]. (2) Given the product [Br:7][C:8]1[CH:9]=[C:10]([CH:12]=[CH:13][CH:14]=1)[N:11]([CH2:1][CH:19]=[CH2:20])[CH2:15][CH:16]=[CH2:17], predict the reactants needed to synthesize it. The reactants are: [C:1](=O)([O-])[O-].[K+].[K+].[Br:7][C:8]1[CH:9]=[C:10]([CH:12]=[CH:13][CH:14]=1)[NH2:11].[CH2:15](Br)[CH:16]=[CH2:17].[C:19](#N)[CH3:20]. (3) Given the product [OH:20][C:13]1[C:14]([C:16]([O:18][CH3:19])=[O:17])=[N:15][C:6]([N:5]([CH3:4])[S:31]([CH2:34][CH3:35])(=[O:33])=[O:32])=[C:7]2[C:12]=1[N:11]=[CH:10][CH:9]=[CH:8]2, predict the reactants needed to synthesize it. The reactants are: C[O-].[Na+].[CH3:4][N:5]([S:31]([CH2:34][CH3:35])(=[O:33])=[O:32])[C:6]1[N:15]=[C:14]([C:16]([O:18][CH3:19])=[O:17])[C:13]([O:20]S(C2C=CC(C)=CC=2)(=O)=O)=[C:12]2[C:7]=1[CH:8]=[CH:9][CH:10]=[N:11]2.C(O)(=O)C.O.